This data is from Forward reaction prediction with 1.9M reactions from USPTO patents (1976-2016). The task is: Predict the product of the given reaction. Given the reactants C1(C2C=CC(C(NC3C=C(F)C=C(C4C5C=C(C6CCNCC=6)NC=5N=CN=4)C=3C)=O)=CC=2)CC1.C(OC([N:43]1[CH2:48][CH:47]=[C:46]([C:49]2[NH:80][C:52]3[N:53]=[CH:54][N:55]=[C:56]([C:57]4[CH:62]=[C:61]([F:63])[CH:60]=[C:59]([NH:64][C:65](=[O:78])[C:66]5[CH:71]=[CH:70][C:69]([S:72]([F:77])([F:76])([F:75])([F:74])[F:73])=[CH:68][CH:67]=5)[C:58]=4[CH3:79])[C:51]=3[CH:50]=2)[CH2:45][CH2:44]1)=O)(C)(C)C, predict the reaction product. The product is: [F:63][C:61]1[CH:62]=[C:57]([C:56]2[C:51]3[CH:50]=[C:49]([C:46]4[CH2:47][CH2:48][NH:43][CH2:44][CH:45]=4)[NH:80][C:52]=3[N:53]=[CH:54][N:55]=2)[C:58]([CH3:79])=[C:59]([NH:64][C:65](=[O:78])[C:66]2[CH:71]=[CH:70][C:69]([S:72]([F:77])([F:73])([F:74])([F:75])[F:76])=[CH:68][CH:67]=2)[CH:60]=1.